The task is: Predict the reaction yield, written as a fraction of the theoretical maximum amount of product (1.0 means a 100% yield; for example, 0.34 means a 34% yield).. This data is from Reaction yield outcomes from USPTO patents with 853,638 reactions. The reactants are [C:1]1(B(O)O)[CH:6]=[CH:5][CH:4]=[CH:3][CH:2]=1.C([Zn]CC)C.CC1(C)[C@@H]2CC[C@@]1(CSSCC13C(C)(C)C(CC1)CC3N1CCOCC1)[C@H](N1CCOCC1)C2.[C:49]1([CH3:57])[CH:54]=[CH:53][C:52]([CH:55]=[O:56])=[CH:51][CH:50]=1. The catalyst is [Zn].C1(C)C=CC=CC=1. The product is [C:1]1([C@H:55]([C:52]2[CH:53]=[CH:54][C:49]([CH3:57])=[CH:50][CH:51]=2)[OH:56])[CH:6]=[CH:5][CH:4]=[CH:3][CH:2]=1. The yield is 0.740.